This data is from Forward reaction prediction with 1.9M reactions from USPTO patents (1976-2016). The task is: Predict the product of the given reaction. (1) Given the reactants [NH2:1][C:2]1[C:12](Br)=[CH:11][C:5]([C:6]([O:8][CH2:9][CH3:10])=[O:7])=[CH:4][N:3]=1.C(N(CC)CC)C.[C:21]1([C:27]#[CH:28])[CH:26]=[CH:25][CH:24]=[CH:23][CH:22]=1.O, predict the reaction product. The product is: [NH2:1][C:2]1[C:12]([C:28]#[C:27][C:21]2[CH:26]=[CH:25][CH:24]=[CH:23][CH:22]=2)=[CH:11][C:5]([C:6]([O:8][CH2:9][CH3:10])=[O:7])=[CH:4][N:3]=1. (2) Given the reactants [CH:1]1([NH:5][C@H:6]2[CH2:11][CH2:10][CH2:9][CH2:8][C@H:7]2[NH:12][C:13](=[O:30])[C:14]2[C:19]([C:20]([F:23])([F:22])[F:21])=[CH:18][C:17]([C:24]([F:27])([F:26])[F:25])=[CH:16][C:15]=2[O:28][CH3:29])[CH2:4][CH2:3][CH2:2]1.C=O.[C:33](=O)([O-])[O-].[Na+].[Na+], predict the reaction product. The product is: [CH:1]1([N:5]([CH3:33])[CH:6]2[CH2:11][CH2:10][CH2:9][CH2:8][CH:7]2[NH:12][C:13](=[O:30])[C:14]2[C:19]([C:20]([F:21])([F:22])[F:23])=[CH:18][C:17]([C:24]([F:25])([F:26])[F:27])=[CH:16][C:15]=2[O:28][CH3:29])[CH2:4][CH2:3][CH2:2]1. (3) Given the reactants [CH2:1]([O:9][C:10]1[CH:11]=[C:12]([CH:16]=[CH:17][CH:18]=1)[C:13]([OH:15])=O)[CH2:2][C:3]1[CH:8]=[CH:7][CH:6]=[CH:5][CH:4]=1.[OH:19][C:20]12[CH2:29][CH:24]3[CH2:25][CH:26]([CH2:28][CH:22]([CH:23]3[NH:30][CH3:31])[CH2:21]1)[CH2:27]2.CCN(C(C)C)C(C)C, predict the reaction product. The product is: [OH:19][C:20]12[CH2:29][CH:24]3[CH2:25][CH:26]([CH2:28][CH:22]([CH:23]3[N:30]([CH3:31])[C:13](=[O:15])[C:12]3[CH:16]=[CH:17][CH:18]=[C:10]([O:9][CH2:1][CH2:2][C:3]4[CH:4]=[CH:5][CH:6]=[CH:7][CH:8]=4)[CH:11]=3)[CH2:21]1)[CH2:27]2. (4) Given the reactants C([Li])CCC.C(NC(C)C)(C)C.[Br:13][C:14]1[CH:19]=[CH:18][C:17]([F:20])=[CH:16][CH:15]=1.[F:21][CH:22]([F:28])[C:23](OCC)=[O:24], predict the reaction product. The product is: [Br:13][C:14]1[CH:19]=[CH:18][C:17]([F:20])=[C:16]([C:23](=[O:24])[CH:22]([F:28])[F:21])[CH:15]=1. (5) Given the reactants [CH2:1]([O:3][C:4]([C:6]1[C:7]([CH3:26])=[C:8]([C:19]([O:21][C:22]([CH3:25])([CH3:24])[CH3:23])=[O:20])[NH:9][C:10]=1[CH2:11][CH2:12][CH2:13]OS(C)(=O)=O)=[O:5])[CH3:2].[CH3:27][N:28]([CH3:32])[CH2:29][CH2:30][NH2:31].C(OCC)(=O)C, predict the reaction product. The product is: [CH2:1]([O:3][C:4]([C:6]1[C:7]([CH3:26])=[C:8]([C:19]([O:21][C:22]([CH3:25])([CH3:24])[CH3:23])=[O:20])[NH:9][C:10]=1[CH2:11][CH2:12][CH2:13][NH:31][CH2:30][CH2:29][N:28]([CH3:32])[CH3:27])=[O:5])[CH3:2]. (6) Given the reactants [CH2:1]([O:3][C:4]([N:6]1[CH:15]=[CH:14][C:13]2[C:8](=[CH:9][C:10]([O:17][CH3:18])=[C:11]([OH:16])[CH:12]=2)[CH:7]1[CH2:19][C:20]1[CH:25]=[CH:24][CH:23]=[C:22]([O:26][CH2:27][CH3:28])[CH:21]=1)=[O:5])[CH3:2].[C:29](OC(=O)C)(=[O:31])[CH3:30], predict the reaction product. The product is: [CH2:1]([O:3][C:4]([N:6]1[CH:15]=[CH:14][C:13]2[C:8](=[CH:9][C:10]([O:17][CH3:18])=[C:11]([O:16][C:29](=[O:31])[CH3:30])[CH:12]=2)[CH:7]1[CH2:19][C:20]1[CH:25]=[CH:24][CH:23]=[C:22]([O:26][CH2:27][CH3:28])[CH:21]=1)=[O:5])[CH3:2].